This data is from Peptide-MHC class II binding affinity with 134,281 pairs from IEDB. The task is: Regression. Given a peptide amino acid sequence and an MHC pseudo amino acid sequence, predict their binding affinity value. This is MHC class II binding data. (1) The peptide sequence is AHGIPKVPPGPNITA. The MHC is DRB1_1302 with pseudo-sequence DRB1_1302. The binding affinity (normalized) is 0.115. (2) The peptide sequence is MVSSVDFVPPMAALEEKGIL. The MHC is HLA-DQA10501-DQB10201 with pseudo-sequence HLA-DQA10501-DQB10201. The binding affinity (normalized) is 0.0356. (3) The peptide sequence is PWDVVPMVTQMAMTDTT. The MHC is DRB1_0101 with pseudo-sequence DRB1_0101. The binding affinity (normalized) is 0.863. (4) The peptide sequence is GELWIVDKIDAAFKI. The MHC is DRB5_0101 with pseudo-sequence DRB5_0101. The binding affinity (normalized) is 0.689.